From a dataset of Retrosynthesis with 50K atom-mapped reactions and 10 reaction types from USPTO. Predict the reactants needed to synthesize the given product. (1) Given the product C[Si](C)(C)CC(O)CCc1ccc(S(=O)(=O)c2ccccc2)cc1Br, predict the reactants needed to synthesize it. The reactants are: C[Si](C)(C)C[Mg+].O=CCCc1ccc(S(=O)(=O)c2ccccc2)cc1Br. (2) The reactants are: COc1ccccc1C(c1ccnc2ccccc12)C(C)(C#N)C(=O)O.FC(F)(F)c1cccc(C2CC[NH2+]CC2)c1. Given the product COc1ccccc1C(c1ccnc2ccccc12)C(C)(C#N)C(=O)N1CCC(c2cccc(C(F)(F)F)c2)CC1, predict the reactants needed to synthesize it.